This data is from Catalyst prediction with 721,799 reactions and 888 catalyst types from USPTO. The task is: Predict which catalyst facilitates the given reaction. (1) Reactant: Cl.[CH3:2][NH:3][CH2:4][C:5]1[CH:13]=[CH:12][CH:11]=[C:10]2[C:6]=1[CH2:7][N:8]([CH:15]1[CH2:20][CH2:19][C:18](=[O:21])[NH:17][C:16]1=[O:22])[C:9]2=[O:14].[CH:23]1([N:29]=[C:30]=[O:31])[CH2:28][CH2:27][CH2:26][CH2:25][CH2:24]1.C(N(C(C)C)CC)(C)C. Product: [CH:23]1([NH:29][C:30](=[O:31])[N:3]([CH2:4][C:5]2[CH:13]=[CH:12][CH:11]=[C:10]3[C:6]=2[CH2:7][N:8]([CH:15]2[CH2:20][CH2:19][C:18](=[O:21])[NH:17][C:16]2=[O:22])[C:9]3=[O:14])[CH3:2])[CH2:28][CH2:27][CH2:26][CH2:25][CH2:24]1. The catalyst class is: 2. (2) The catalyst class is: 9. Reactant: [CH2:1]([N:3]1[CH2:8][CH2:7][CH:6]([C:9]2[C:10]([F:18])=[C:11]([CH:15]=[CH:16][CH:17]=2)[C:12]([NH2:14])=O)[CH2:5][CH2:4]1)[CH3:2].C(=O)([O-])[O-].[Na+].[Na+].C(OCC)(=O)C. Product: [CH2:1]([N:3]1[CH2:4][CH2:5][CH:6]([C:9]2[C:10]([F:18])=[C:11]([CH:15]=[CH:16][CH:17]=2)[C:12]#[N:14])[CH2:7][CH2:8]1)[CH3:2]. (3) Reactant: [CH3:1][O:2][C:3]([C:5]1[C:14]2[C:9](=[C:10]([NH2:15])[CH:11]=[CH:12][CH:13]=2)[N:8]=[CH:7][CH:6]=1)=[O:4].[N+:16]([C:19]1[CH:24]=[CH:23][CH:22]=[CH:21][C:20]=1[S:25](Cl)(=[O:27])=[O:26])([O-:18])=[O:17].N1C=CC=CC=1. Product: [CH3:1][O:2][C:3]([C:5]1[C:14]2[C:9](=[C:10]([NH:15][S:25]([C:20]3[CH:21]=[CH:22][CH:23]=[CH:24][C:19]=3[N+:16]([O-:18])=[O:17])(=[O:26])=[O:27])[CH:11]=[CH:12][CH:13]=2)[N:8]=[CH:7][CH:6]=1)=[O:4]. The catalyst class is: 79. (4) Reactant: N[CH:2]1[CH2:7][CH2:6][CH2:5][CH2:4][N:3]1[C:8]([O:10][CH2:11][CH3:12])=[O:9].Cl.C(O[C:17]1[C:22]([N+:23]([O-:25])=[O:24])=[CH:21][CH:20]=[CH:19][N:18]=1)C.C([N:28](CC)CC)C. Product: [N+:23]([C:22]1[CH:17]=[N:18][CH:19]=[CH:20][C:21]=1[NH:28][CH:6]1[CH2:5][CH2:4][N:3]([C:8]([O:10][CH2:11][CH3:12])=[O:9])[CH2:2][CH2:7]1)([O-:25])=[O:24]. The catalyst class is: 10. (5) Reactant: [CH2:1]([C@@H:8]1[NH:13][CH2:12][CH2:11][N:10]([CH2:14][C:15]2[CH:20]=[CH:19][C:18](Br)=[CH:17][CH:16]=2)[CH2:9]1)[C:2]1[CH:7]=[CH:6][CH:5]=[CH:4][CH:3]=1.[CH3:22][C:23]1[CH:28]=[CH:27][C:26]([CH3:29])=[CH:25][C:24]=1B(O)O.C(=O)([O-])[O-].[Na+].[Na+].C1(C)C=CC=CC=1. Product: [CH2:1]([C@@H:8]1[NH:13][CH2:12][CH2:11][N:10]([CH2:14][C:15]2[CH:20]=[CH:19][C:18]([C:24]3[CH:25]=[C:26]([CH3:29])[CH:27]=[CH:28][C:23]=3[CH3:22])=[CH:17][CH:16]=2)[CH2:9]1)[C:2]1[CH:7]=[CH:6][CH:5]=[CH:4][CH:3]=1. The catalyst class is: 461. (6) Reactant: [CH3:1][N:2]([CH3:8])[CH2:3][CH:4]([OH:7])[CH2:5][OH:6].C(N([CH2:14][CH3:15])CC)C.[C:16](Cl)(=[O:32])[CH2:17][CH2:18][CH2:19][CH2:20][CH2:21][CH2:22][CH2:23][CH2:24][CH2:25][CH2:26][CH2:27][CH2:28][CH2:29][CH2:30][CH3:31]. Product: [CH3:1][N:2]([CH2:3][CH:4]([O:7][C:16](=[O:32])[CH2:17][CH2:18][CH2:19][CH2:20][CH2:21][CH2:22][CH2:23][CH2:24][CH2:25][CH2:26][CH2:27][CH2:28][CH2:29][CH2:14][CH3:15])[CH2:5][O:6][C:16](=[O:32])[CH2:17][CH2:18][CH2:19][CH2:20][CH2:21][CH2:22][CH2:23][CH2:24][CH2:25][CH2:26][CH2:27][CH2:28][CH2:29][CH2:30][CH3:31])[CH3:8]. The catalyst class is: 119. (7) Reactant: [CH3:1][C:2]1([CH3:55])[CH2:7][O:6][C:5]([CH2:14][S:15][C@@H:16]([C:41](=[O:54])N2[C@@H](C3C=CC=CC=3)COC2=O)[C@H:17]([C:26]2[CH:40]=[CH:39][C:29]([O:30][CH2:31][C:32]([O:34][C:35]([CH3:38])([CH3:37])[CH3:36])=[O:33])=[CH:28][CH:27]=2)[NH:18][C:19]2[CH:24]=[CH:23][C:22]([F:25])=[CH:21][CH:20]=2)([C:8]2[CH:13]=[CH:12][CH:11]=[CH:10][CH:9]=2)[O:4][CH2:3]1.C/C(/O[Si](C)(C)C)=N\[Si](C)(C)C.[F-].C([N+](CCCC)(CCCC)CCCC)CCC. Product: [CH3:55][C:2]1([CH3:1])[CH2:7][O:6][C:5]([CH2:14][S:15][C@H:16]2[C:41](=[O:54])[N:18]([C:19]3[CH:20]=[CH:21][C:22]([F:25])=[CH:23][CH:24]=3)[C@@H:17]2[C:26]2[CH:40]=[CH:39][C:29]([O:30][CH2:31][C:32]([O:34][C:35]([CH3:38])([CH3:37])[CH3:36])=[O:33])=[CH:28][CH:27]=2)([C:8]2[CH:9]=[CH:10][CH:11]=[CH:12][CH:13]=2)[O:4][CH2:3]1. The catalyst class is: 11.